This data is from CYP1A2 inhibition data for predicting drug metabolism from PubChem BioAssay. The task is: Regression/Classification. Given a drug SMILES string, predict its absorption, distribution, metabolism, or excretion properties. Task type varies by dataset: regression for continuous measurements (e.g., permeability, clearance, half-life) or binary classification for categorical outcomes (e.g., BBB penetration, CYP inhibition). Dataset: cyp1a2_veith. (1) The drug is CCCNC(C)(C)COC(=O)c1ccccc1. The result is 0 (non-inhibitor). (2) The compound is Cc1cc(NC(=O)COC(=O)c2ccc(NS(=O)(=O)c3ccc(C)c(C)c3)cc2)no1. The result is 0 (non-inhibitor). (3) The molecule is CN(Cc1ccco1)c1cc(-c2ccoc2)ncn1. The result is 0 (non-inhibitor). (4) The molecule is Cc1ccc(S(=O)(=O)NC(=O)NN2CCCCCC2)cc1. The result is 0 (non-inhibitor). (5) The molecule is O=c1[nH]c2cc(Br)cnc2nc1/C=C(\O)c1ccc(F)cc1. The result is 1 (inhibitor). (6) The drug is COC(=O)C/C=C\[C@@H](C)[C@@H](/C=N\O[C@@H](C)c1cn([C@H]2COC[C@H]2O)nn1)OC. The result is 0 (non-inhibitor). (7) The result is 1 (inhibitor). The compound is COc1ccc2cc(CCC(C)=O)ccc2c1. (8) The drug is COc1cc(N2CCOCC2)ncn1. The result is 0 (non-inhibitor).